Dataset: Forward reaction prediction with 1.9M reactions from USPTO patents (1976-2016). Task: Predict the product of the given reaction. (1) Given the reactants [C:1]([O:5][C:6]([N:8]1[CH2:13][CH2:12][CH:11]([OH:14])[CH2:10][CH2:9]1)=[O:7])([CH3:4])([CH3:3])[CH3:2].[H-].[Na+].F[C:18]1[CH:19]=[C:20]2[C:25](=[CH:26][CH:27]=1)[CH:24]=[N:23][CH:22]=[CH:21]2, predict the reaction product. The product is: [C:1]([O:5][C:6]([N:8]1[CH2:13][CH2:12][CH:11]([O:14][C:18]2[CH:19]=[C:20]3[C:25](=[CH:26][CH:27]=2)[CH:24]=[N:23][CH:22]=[CH:21]3)[CH2:10][CH2:9]1)=[O:7])([CH3:4])([CH3:2])[CH3:3]. (2) Given the reactants CS[C:3]1[NH:12][C:11](=[O:13])[C:10]2[CH2:9][CH2:8][CH2:7][CH2:6][C:5]=2[N:4]=1.Cl.[CH3:15][O:16][C:17]1[CH:18]=[C:19]([N:23]2[CH2:28][CH2:27][NH:26][CH2:25][CH2:24]2)[CH:20]=[CH:21][CH:22]=1.C(N(CC)CC)C, predict the reaction product. The product is: [CH3:15][O:16][C:17]1[CH:18]=[C:19]([N:23]2[CH2:28][CH2:27][N:26]([C:3]3[NH:12][C:11](=[O:13])[C:10]4[CH2:9][CH2:8][CH2:7][CH2:6][C:5]=4[N:4]=3)[CH2:25][CH2:24]2)[CH:20]=[CH:21][CH:22]=1. (3) Given the reactants Cl[C:2]1[N:7]=[C:6]([NH2:8])[C:5]([N+:9]([O-:11])=[O:10])=[CH:4][CH:3]=1.Cl.[CH3:13][C:14]1([OH:20])[CH2:19][CH2:18][NH:17][CH2:16][CH2:15]1.C(=O)([O-])[O-].[K+].[K+].CN(C=O)C, predict the reaction product. The product is: [NH2:8][C:6]1[N:7]=[C:2]([N:17]2[CH2:18][CH2:19][C:14]([CH3:13])([OH:20])[CH2:15][CH2:16]2)[CH:3]=[CH:4][C:5]=1[N+:9]([O-:11])=[O:10]. (4) The product is: [CH3:1][C:2]1[CH:3]=[CH:4][C:5]([CH2:6][C:7]2[O:11][N:10]=[C:9]([C@H:12]3[CH2:16][CH2:15][C@H:14]([NH:17][C:30]4[N:35]=[CH:34][N:33]=[C:32]5[NH:36][N:37]=[CH:38][C:31]=45)[CH2:13]3)[N:8]=2)=[CH:18][CH:19]=1. Given the reactants [CH3:1][C:2]1[CH:19]=[CH:18][C:5]([CH2:6][C:7]2[O:11][N:10]=[C:9]([C@H:12]3[CH2:16][CH2:15][C@H:14]([NH2:17])[CH2:13]3)[N:8]=2)=[CH:4][CH:3]=1.CCN(C(C)C)C(C)C.Cl[C:30]1[N:35]=[CH:34][N:33]=[C:32]2[N:36](C3CCCCO3)[N:37]=[CH:38][C:31]=12, predict the reaction product.